Dataset: Forward reaction prediction with 1.9M reactions from USPTO patents (1976-2016). Task: Predict the product of the given reaction. (1) Given the reactants Br[C:2]1[S:6][C:5]([O:7][CH2:8][C:9]2[C:14]([CH3:15])=[CH:13][CH:12]=[CH:11][C:10]=2[N:16]2[C:20](=[O:21])[N:19]([CH3:22])[N:18]=[N:17]2)=[CH:4][CH:3]=1.[Cl:23][C:24]1[CH:29]=[CH:28][C:27](B(O)O)=[CH:26][CH:25]=1.C(=O)([O-])[O-].[Na+].[Na+].C(=O)(O)[O-].[Na+], predict the reaction product. The product is: [Cl:23][C:24]1[CH:29]=[CH:28][C:27]([C:2]2[S:6][C:5]([O:7][CH2:8][C:9]3[C:14]([CH3:15])=[CH:13][CH:12]=[CH:11][C:10]=3[N:16]3[C:20](=[O:21])[N:19]([CH3:22])[N:18]=[N:17]3)=[CH:4][CH:3]=2)=[CH:26][CH:25]=1. (2) Given the reactants [NH2:1][C:2]1[N:7]=[CH:6][N:5]=[C:4]2[N:8]([CH2:19][C:20]3[N:21]([C:32]4[CH:37]=[CH:36][CH:35]=[CH:34][C:33]=4[CH3:38])[C:22](=[O:31])[C:23]4[C:28]([CH:29]=3)=[CH:27][CH:26]=[CH:25][C:24]=4[CH3:30])[N:9]=[C:10]([C:11]3[CH:16]=[C:15]([OH:17])[CH:14]=[C:13]([F:18])[CH:12]=3)[C:3]=12.[Al].C(Br)(Br)(Br)Br.[CH2:45]([O:47][P:48]([O-:52])[O:49][CH2:50][CH3:51])[CH3:46].C(N(CC)CC)C, predict the reaction product. The product is: [P:48]([OH:52])([OH:49])([O:17][C:15]1[CH:14]=[C:13]([F:18])[CH:12]=[C:11]([C:10]2[C:3]3[C:4](=[N:5][CH:6]=[N:7][C:2]=3[NH2:1])[N:8]([CH2:19][C:20]3[N:21]([C:32]4[CH:37]=[CH:36][CH:35]=[CH:34][C:33]=4[CH3:38])[C:22](=[O:31])[C:23]4[C:28]([CH:29]=3)=[CH:27][CH:26]=[CH:25][C:24]=4[CH3:30])[N:9]=2)[CH:16]=1)=[O:47].[P:48]([O:49][CH2:50][CH3:51])([O:47][CH2:45][CH3:46])([O:17][C:15]1[CH:14]=[C:13]([F:18])[CH:12]=[C:11]([C:10]2[C:3]3[C:4](=[N:5][CH:6]=[N:7][C:2]=3[NH2:1])[N:8]([CH2:19][C:20]3[N:21]([C:32]4[CH:37]=[CH:36][CH:35]=[CH:34][C:33]=4[CH3:38])[C:22](=[O:31])[C:23]4[C:28]([CH:29]=3)=[CH:27][CH:26]=[CH:25][C:24]=4[CH3:30])[N:9]=2)[CH:16]=1)=[O:52]. (3) Given the reactants [CH2:1]([N:3]1[CH2:9][CH2:8][CH2:7][N:6]([C:10]([N:12]2[CH2:15][CH:14]([OH:16])[CH2:13]2)=[O:11])[CH2:5][CH2:4]1)[CH3:2].F[C:18]1[CH:19]=[CH:20][C:21]([C:24]([OH:27])([CH3:26])[CH3:25])=[N:22][CH:23]=1, predict the reaction product. The product is: [CH2:1]([N:3]1[CH2:9][CH2:8][CH2:7][N:6]([C:10]([N:12]2[CH2:15][CH:14]([O:16][C:18]3[CH:19]=[CH:20][C:21]([C:24]([OH:27])([CH3:26])[CH3:25])=[N:22][CH:23]=3)[CH2:13]2)=[O:11])[CH2:5][CH2:4]1)[CH3:2]. (4) The product is: [NH2:40][C:20]1[C:19]2[N:28]=[C:16]([CH2:15][O:14][CH2:12][CH3:13])[N:17]([CH2:29][C:30]3([C:36]([NH2:38])=[O:37])[CH2:35][CH2:34][CH2:33][CH2:32][CH2:31]3)[C:18]=2[C:27]2[CH:26]=[CH:25][CH:24]=[CH:23][C:22]=2[N:21]=1. Given the reactants C1C=C(Cl)C=C(C(OO)=O)C=1.[CH2:12]([O:14][CH2:15][C:16]1[N:17]([CH2:29][C:30]2([C:36]([NH2:38])=[O:37])[CH2:35][CH2:34][CH2:33][CH2:32][CH2:31]2)[C:18]2[C:27]3[CH:26]=[CH:25][CH:24]=[CH:23][C:22]=3[N:21]=[CH:20][C:19]=2[N:28]=1)[CH3:13].[OH-].[NH4+:40].C1(C)C=CC(S(Cl)(=O)=O)=CC=1, predict the reaction product. (5) The product is: [CH2:2]([O:1][CH2:6][C:7]([NH:9][C:10]1[S:11][C:12]([C:20]([CH:22]2[CH2:27][CH2:26][O:25][CH2:24][CH2:23]2)=[O:21])=[C:13]([C:15]2[O:16][CH:17]=[CH:18][CH:19]=2)[N:14]=1)=[O:8])[CH3:3]. Given the reactants [O-:1][CH2:2][CH3:3].[Na+].Br[CH2:6][C:7]([NH:9][C:10]1[S:11][C:12]([C:20]([CH:22]2[CH2:27][CH2:26][O:25][CH2:24][CH2:23]2)=[O:21])=[C:13]([C:15]2[O:16][CH:17]=[CH:18][CH:19]=2)[N:14]=1)=[O:8], predict the reaction product. (6) The product is: [Cl:1][C:2]1[CH:3]=[C:4]([C:18]#[C:17][Si:19]([CH3:22])([CH3:21])[CH3:20])[C:5]([NH2:8])=[N:6][CH:7]=1. Given the reactants [Cl:1][C:2]1[CH:3]=[C:4](I)[C:5]([NH2:8])=[N:6][CH:7]=1.C(N(CC)CC)C.[C:17]([Si:19]([CH3:22])([CH3:21])[CH3:20])#[CH:18], predict the reaction product.